This data is from Experimental lipophilicity measurements (octanol/water distribution) for 4,200 compounds from AstraZeneca. The task is: Regression/Classification. Given a drug SMILES string, predict its absorption, distribution, metabolism, or excretion properties. Task type varies by dataset: regression for continuous measurements (e.g., permeability, clearance, half-life) or binary classification for categorical outcomes (e.g., BBB penetration, CYP inhibition). For this dataset (lipophilicity_astrazeneca), we predict Y. (1) The compound is CN(CCO)Cc1ccc(-c2cc(C(N)=O)c(NC(N)=O)s2)cc1. The Y is 0.970 logD. (2) The Y is 2.25 logD. The drug is CN(C)CC(O)COc1ccc(Nc2ncc(Cl)c(Nc3ccccc3)n2)cc1. (3) The compound is CC(=O)N[C@H](C)c1ccc(Nc2ncc3cc(-c4ccncc4)c(C)cc3n2)cc1. The Y is 3.45 logD. (4) The molecule is CCS(=O)(=O)Nc1cccc2c1c(Oc1ccc(Cl)cc1)c(C)n2CC(=O)O. The Y is -0.290 logD. (5) The molecule is O=c1oc(-c2ccccc2)cc2ccccc12. The Y is 3.84 logD. (6) The molecule is COc1ccc(Cl)cc1NC(=O)Nc1cnccn1. The Y is 3.63 logD.